This data is from Forward reaction prediction with 1.9M reactions from USPTO patents (1976-2016). The task is: Predict the product of the given reaction. (1) Given the reactants [CH:1]1([CH:9]=O)[CH2:8][CH2:7][CH2:6][CH2:5][CH2:4][CH2:3][CH2:2]1.[NH:11]1[CH2:16][CH2:15][CH:14]([C:17]2[C:25]3[C:20](=[N:21][CH:22]=[CH:23][CH:24]=3)[NH:19][CH:18]=2)[CH2:13][CH2:12]1, predict the reaction product. The product is: [CH:1]1([CH2:9][N:11]2[CH2:12][CH2:13][CH:14]([C:17]3[C:25]4[C:20](=[N:21][CH:22]=[CH:23][CH:24]=4)[NH:19][CH:18]=3)[CH2:15][CH2:16]2)[CH2:8][CH2:7][CH2:6][CH2:5][CH2:4][CH2:3][CH2:2]1. (2) The product is: [CH:44]12[CH2:52][CH2:51][CH:48]([CH2:49][CH2:50]1)[CH2:47][N:46]([C:20]([C:17]1[CH:16]=[CH:15][C:14]([O:13][CH:10]3[CH2:11][CH2:12][NH:8][CH2:9]3)=[CH:19][CH:18]=1)=[O:22])[CH2:45]2. Given the reactants C(OC([N:8]1[CH2:12][CH2:11][CH:10]([O:13][C:14]2[CH:19]=[CH:18][C:17]([C:20]([OH:22])=O)=[CH:16][CH:15]=2)[CH2:9]1)=O)(C)(C)C.C1C=CC2N(O)N=NC=2C=1.CCN=C=NCCCN(C)C.[CH:44]12[CH2:52][CH2:51][CH:48]([CH2:49][CH2:50]1)[CH2:47][NH:46][CH2:45]2.CCN(C(C)C)C(C)C, predict the reaction product.